This data is from Forward reaction prediction with 1.9M reactions from USPTO patents (1976-2016). The task is: Predict the product of the given reaction. (1) The product is: [CH2:6]([O:8][C:9]([C:11]1[C:15]2[C:16]3[CH:35]=[C:18]([O:33][CH3:34])[CH:19]=[CH:20][C:21]=3[N:22]=[CH:23][C:14]=2[NH:13][CH:12]=1)=[O:10])[CH3:7]. Given the reactants P(Cl)(Cl)(Cl)=O.[CH2:6]([O:8][C:9]([C:11]1[C:15]([C:16]2[C:21]([NH:22][C:23](OCC3C=CC=CC=3)=O)=[CH:20][CH:19]=[C:18]([O:33][CH3:34])N=2)=[CH:14][NH:13][CH:12]=1)=[O:10])[CH3:7].[C:35](=O)(O)[O-].[Na+].C([O-])([O-])=O.[K+].[K+], predict the reaction product. (2) Given the reactants [CH:1]1[CH2:6][CH2:5][CH:4]=[CH:3][CH:2]=1.[CH2:7]=[CH:8][CH:9]=[CH2:10], predict the reaction product. The product is: [CH:6]1[CH2:5][CH2:4][CH:3]=[CH:2][CH:1]=1.[CH2:7]=[CH:8][CH:9]=[CH2:10]. (3) Given the reactants [CH3:1][N:2]1[C:6]2[CH:7]=[CH:8][C:9]([C:11]([OH:13])=O)=[CH:10][C:5]=2[N:4]=[C:3]1[NH:14][C:15]1[S:16][C:17]2[CH:23]=[C:22]([O:24][C:25]([F:28])([F:27])[F:26])[CH:21]=[CH:20][C:18]=2[N:19]=1.[CH2:29]([NH2:35])[C:30]1[O:34][CH:33]=[CH:32][CH:31]=1.CN(C(ON1N=NC2C=CC=CC1=2)=[N+](C)C)C.F[P-](F)(F)(F)(F)F.CCN(C(C)C)C(C)C, predict the reaction product. The product is: [O:34]1[CH:33]=[CH:32][CH:31]=[C:30]1[CH2:29][NH:35][C:11]([C:9]1[CH:8]=[CH:7][C:6]2[N:2]([CH3:1])[C:3]([NH:14][C:15]3[S:16][C:17]4[CH:23]=[C:22]([O:24][C:25]([F:26])([F:27])[F:28])[CH:21]=[CH:20][C:18]=4[N:19]=3)=[N:4][C:5]=2[CH:10]=1)=[O:13].